From a dataset of Full USPTO retrosynthesis dataset with 1.9M reactions from patents (1976-2016). Predict the reactants needed to synthesize the given product. (1) Given the product [CH3:5][O:6][CH2:7][C:8]1[CH:9]=[CH:10][C:11]([O:39][C:40]([F:42])([F:43])[F:41])=[C:12]([CH:38]=1)[CH2:13][NH:14][C:15]([NH:17][C:18]1[N:22]([C:23]2[CH:24]=[CH:25][CH:26]=[CH:27][CH:28]=2)[N:21]=[C:20]([O:29][CH2:30][CH:31]2[CH2:36][CH2:35][CH2:34][N:33]([CH3:2])[CH2:32]2)[C:19]=1[CH3:37])=[O:16], predict the reactants needed to synthesize it. The reactants are: N[C:2](N)=O.[CH3:5][O:6][CH2:7][C:8]1[CH:9]=[CH:10][C:11]([O:39][C:40]([F:43])([F:42])[F:41])=[C:12]([CH:38]=1)[CH2:13][NH:14][C:15]([NH:17][C:18]1[N:22]([C:23]2[CH:28]=[CH:27][CH:26]=[CH:25][CH:24]=2)[N:21]=[C:20]([O:29][CH2:30][CH:31]2[CH2:36][CH2:35][CH2:34][NH:33][CH2:32]2)[C:19]=1[CH3:37])=[O:16]. (2) Given the product [CH3:14][N:11]1[CH2:12][CH2:13][CH:8]([C:5]2[CH:6]=[CH:7][C:2]([B:15]3[O:19][C:18]([CH3:21])([CH3:20])[C:17]([CH3:23])([CH3:22])[O:16]3)=[CH:3][CH:4]=2)[CH2:9][CH2:10]1, predict the reactants needed to synthesize it. The reactants are: Br[C:2]1[CH:7]=[CH:6][C:5]([CH:8]2[CH2:13][CH2:12][N:11]([CH3:14])[CH2:10][CH2:9]2)=[CH:4][CH:3]=1.[B:15]1([B:15]2[O:19][C:18]([CH3:21])([CH3:20])[C:17]([CH3:23])([CH3:22])[O:16]2)[O:19][C:18]([CH3:21])([CH3:20])[C:17]([CH3:23])([CH3:22])[O:16]1.C([O-])([O-])=O.[K+].[K+]. (3) Given the product [Cl:3][C:4]1[CH:22]=[C:21]([C:23]2[CH2:28][CH2:27][C:26](=[O:29])[NH:25][N:24]=2)[CH:20]=[CH:19][C:5]=1[O:6][CH2:7][C:8]([NH:10][CH2:11][C:12]1[CH:13]=[CH:14][C:15]([O:18][CH2:46][CH:45]2[CH2:44][O:51]2)=[CH:16][CH:17]=1)=[O:9], predict the reactants needed to synthesize it. The reactants are: [H-].[Na+].[Cl:3][C:4]1[CH:22]=[C:21]([C:23]2[CH2:28][CH2:27][C:26](=[O:29])[NH:25][N:24]=2)[CH:20]=[CH:19][C:5]=1[O:6][CH2:7][C:8]([NH:10][CH2:11][C:12]1[CH:17]=[CH:16][C:15]([OH:18])=[CH:14][CH:13]=1)=[O:9].NCCNC(=O)CCC1C=CC(O[CH2:44][C@@H:45]([OH:51])[CH2:46]NC(C)C)=CC=1.[Cl-].[NH4+]. (4) Given the product [OH:8][C:9]1[CH:10]=[C:11]([CH:18]=[CH:19][CH:20]=1)[C:12]([N:14]([O:16][CH3:17])[CH3:15])=[O:13], predict the reactants needed to synthesize it. The reactants are: C([O:8][C:9]1[CH:10]=[C:11]([CH:18]=[CH:19][CH:20]=1)[C:12]([N:14]([O:16][CH3:17])[CH3:15])=[O:13])C1C=CC=CC=1.